From a dataset of Experimentally validated miRNA-target interactions with 360,000+ pairs, plus equal number of negative samples. Binary Classification. Given a miRNA mature sequence and a target amino acid sequence, predict their likelihood of interaction. (1) The miRNA is mmu-miR-3473c with sequence UCUCUCCAGCCCCCAUAAUAAG. The protein sequence of the target gene is MKNRLGTWWVAILCMLLASHLSTVKARGIKHRFKWNRKVLPSSGGQITEARVAENRPGAFIKQGRKLDIDFGAEGNRYYAANYWQFPDGIYYEGCSEANVTKEMLVTSCVNATQAANQAEFSREKQDSKLHQRVLWRLIKEICSAKHCDFWLERGAALRVAVDQPAMVCLLGFVWFIVK. Result: 0 (no interaction). (2) The miRNA is hsa-miR-8054 with sequence GAAAGUACAGAUCGGAUGGGU. The protein sequence of the target gene is MNQFGPSALINLSNFSSIKPEPASTPPQGSMANSTAVVKIPGTPGAGGRLSPENNQVLTKKKLQDLVREVDPNEQLDEDVEEMLLQIADDFIESVVTAACQLARHRKSSTLEVKDVQLHLERQWNMWIPGFGSEEIRPYKKACTTEAHKQRMALIRKTTKK. Result: 1 (interaction).